Dataset: Reaction yield outcomes from USPTO patents with 853,638 reactions. Task: Predict the reaction yield, written as a fraction of the theoretical maximum amount of product (1.0 means a 100% yield; for example, 0.34 means a 34% yield). (1) The reactants are [CH3:1][NH:2][S:3]([C:6]1[CH:7]=[C:8]2[C:12](=[CH:13][CH:14]=1)[NH:11][C:10](=[O:15])[CH2:9]2)(=[O:5])=[O:4].[CH2:16]([O:18][C:19]([C:21]1[C:25]([CH2:26][CH2:27][CH2:28][N:29]([CH3:31])[CH3:30])=[C:24]([CH:32]=O)[NH:23][C:22]=1[CH3:34])=[O:20])[CH3:17]. No catalyst specified. The product is [CH2:16]([O:18][C:19]([C:21]1[C:25]([CH2:26][CH2:27][CH2:28][N:29]([CH3:31])[CH3:30])=[C:24]([CH:32]=[C:9]2[C:8]3[C:12](=[CH:13][CH:14]=[C:6]([S:3](=[O:5])(=[O:4])[NH:2][CH3:1])[CH:7]=3)[NH:11][C:10]2=[O:15])[NH:23][C:22]=1[CH3:34])=[O:20])[CH3:17]. The yield is 0.400. (2) The reactants are [CH2:1]([O:3][C:4]1[CH:5]=[C:6]([CH:10]=[CH:11][C:12]=1[O:13][CH2:14][CH3:15])[C:7]([OH:9])=O)[CH3:2].O[NH:17][C:18]([C:20]1[CH:21]=[C:22]2[C:26](=[CH:27][CH:28]=1)[NH:25][CH:24]=[CH:23]2)=[NH:19].C1CN([P+](Br)(N2CCCC2)N2CCCC2)CC1.F[P-](F)(F)(F)(F)F.CCN(C(C)C)C(C)C.CCCC[N+](CCCC)(CCCC)CCCC.[F-]. The catalyst is C1COCC1.CCOC(C)=O.C1(C)C=CC=CC=1. The product is [CH2:1]([O:3][C:4]1[CH:5]=[C:6]([C:7]2[O:9][N:19]=[C:18]([C:20]3[CH:21]=[C:22]4[C:26](=[CH:27][CH:28]=3)[NH:25][CH:24]=[CH:23]4)[N:17]=2)[CH:10]=[CH:11][C:12]=1[O:13][CH2:14][CH3:15])[CH3:2]. The yield is 0.530. (3) The reactants are [OH:1][C:2]1[N:3]=[C:4]([OH:12])[C:5]2[CH2:10]O[C:8](=[O:11])[C:6]=2[N:7]=1.Cl.[CH:14]([NH2:17])([CH3:16])[CH3:15]. The catalyst is COCCO. The product is [OH:1][C:2]1[N:3]=[C:4]([OH:12])[C:5]2[CH2:10][N:17]([CH:14]([CH3:16])[CH3:15])[C:8](=[O:11])[C:6]=2[N:7]=1. The yield is 0.540. (4) The reactants are [Cl:1][C:2]1[CH:7]=[C:6]([O:8][C:9]2[C:18]3[C:13](=[CH:14][C:15]([OH:21])=[C:16]([O:19][CH3:20])[CH:17]=3)[N:12]=[CH:11][N:10]=2)[CH:5]=[CH:4][C:3]=1[NH:22][C:23]([NH:25][CH2:26][CH2:27][CH3:28])=[O:24].C(=O)([O-])[O-].[K+].[K+].C(Br)[CH2:36][CH2:37][CH2:38][CH2:39][Br:40]. The catalyst is CN(C)C=O. The product is [Br:40][CH2:39][CH2:38][CH2:37][CH2:36][O:21][C:15]1[CH:14]=[C:13]2[C:18]([C:9]([O:8][C:6]3[CH:5]=[CH:4][C:3]([NH:22][C:23]([NH:25][CH2:26][CH2:27][CH3:28])=[O:24])=[C:2]([Cl:1])[CH:7]=3)=[N:10][CH:11]=[N:12]2)=[CH:17][C:16]=1[O:19][CH3:20]. The yield is 0.460. (5) The reactants are [S:1]1[C:9]2[C:4](=[N:5][CH:6]=[CH:7][CH:8]=2)[N:3]=[C:2]1[O:10][C:11]1[CH:22]=[CH:21][C:14]2[C:15]([CH2:18][CH2:19][OH:20])=[CH:16][O:17][C:13]=2[CH:12]=1.CCN(C(C)C)C(C)C.[O:32](S(C)(=O)=O)[S:33]([CH3:36])(=O)=[O:34]. The catalyst is C(Cl)Cl.CN(C)C1C=CN=CC=1. The product is [S:1]1[C:9]2[C:4](=[N:5][CH:6]=[CH:7][CH:8]=2)[N:3]=[C:2]1[O:10][C:11]1[CH:22]=[CH:21][C:14]2[C:15]([CH2:18][CH2:19][O:20][S:33]([CH3:36])(=[O:34])=[O:32])=[CH:16][O:17][C:13]=2[CH:12]=1. The yield is 1.00.